Dataset: Catalyst prediction with 721,799 reactions and 888 catalyst types from USPTO. Task: Predict which catalyst facilitates the given reaction. (1) Reactant: [CH3:1][C:2]1([CH3:26])[S:8][C:7]2[CH:9]=[CH:10][C:11]([C:13]([O:15]C)=[O:14])=[CH:12][C:6]=2[N:5]([S:17]([C:20]2[CH:25]=[CH:24][CH:23]=[CH:22][CH:21]=2)(=[O:19])=[O:18])[CH2:4][CH2:3]1.[OH-].[Li+]. Product: [CH3:1][C:2]1([CH3:26])[S:8][C:7]2[CH:9]=[CH:10][C:11]([C:13]([OH:15])=[O:14])=[CH:12][C:6]=2[N:5]([S:17]([C:20]2[CH:25]=[CH:24][CH:23]=[CH:22][CH:21]=2)(=[O:18])=[O:19])[CH2:4][CH2:3]1. The catalyst class is: 87. (2) Reactant: [NH2:1][C:2]1[N:7]=[C:6]([NH2:8])[C:5]([CH2:9][C:10]2[CH:21]=[C:20]([O:22][CH3:23])[C:13]([O:14][CH2:15][C:16]([O:18]C)=[O:17])=[C:12]([O:24][CH3:25])[CH:11]=2)=[CH:4][N:3]=1.O.[Li+].[OH-]. Product: [NH2:1][C:2]1[N:7]=[C:6]([NH2:8])[C:5]([CH2:9][C:10]2[CH:21]=[C:20]([O:22][CH3:23])[C:13]([O:14][CH2:15][C:16]([OH:18])=[O:17])=[C:12]([O:24][CH3:25])[CH:11]=2)=[CH:4][N:3]=1. The catalyst class is: 5.